Dataset: Reaction yield outcomes from USPTO patents with 853,638 reactions. Task: Predict the reaction yield, written as a fraction of the theoretical maximum amount of product (1.0 means a 100% yield; for example, 0.34 means a 34% yield). (1) The reactants are [CH3:1][O:2][CH2:3][C:4]([NH2:6])=[NH:5].CC[O-].[Na+].[C:11]([OH:19])(=[O:18])/[C:12](=[C:14](\[CH:16]=O)/[Br:15])/Br. The catalyst is CCO. The product is [Br:15][C:14]1[C:12]([C:11]([OH:19])=[O:18])=[N:5][C:4]([CH2:3][O:2][CH3:1])=[N:6][CH:16]=1. The yield is 0.600. (2) The reactants are [NH2:1][C:2]1[CH:7]=[C:6]([OH:8])[CH:5]=[CH:4][C:3]=1[S:9][C:10]1[CH:15]=[CH:14][C:13]([NH:16][C:17](=[O:19])[CH3:18])=[CH:12][CH:11]=1.[C:20]([C:24]1[CH:31]=[CH:30][C:27]([CH2:28]Br)=[CH:26][CH:25]=1)([O:22][CH3:23])=[O:21].C(=O)([O-])[O-].[K+].[K+]. The catalyst is CN(C=O)C. The product is [CH3:23][O:22][C:20](=[O:21])[C:24]1[CH:31]=[CH:30][C:27]([CH2:28][O:8][C:6]2[CH:5]=[CH:4][C:3]([S:9][C:10]3[CH:15]=[CH:14][C:13]([NH:16][C:17](=[O:19])[CH3:18])=[CH:12][CH:11]=3)=[C:2]([NH2:1])[CH:7]=2)=[CH:26][CH:25]=1. The yield is 1.00. (3) The reactants are [CH3:1][O:2][C:3]1[CH:8]=[CH:7][CH:6]=[C:5]([O:9][CH3:10])[C:4]=1[OH:11].[C:12]1(=O)[O:17][C:15](=[O:16])[C:14]2=[CH:18][CH:19]=[CH:20][CH:21]=[C:13]12. No catalyst specified. The product is [OH:11][C:4]1[C:5]([O:9][CH3:10])=[CH:6][C:7]([C:12]2([C:7]3[CH:6]=[C:5]([O:9][CH3:10])[C:4]([OH:11])=[C:3]([O:2][CH3:1])[CH:8]=3)[C:13]3[C:14](=[CH:18][CH:19]=[CH:20][CH:21]=3)[C:15](=[O:16])[O:17]2)=[CH:8][C:3]=1[O:2][CH3:1]. The yield is 0.840. (4) The reactants are [CH3:1][O:2][C:3]1[C:4](=[O:31])[N:5]([C:9]2[CH:10]=[C:11]([NH:23]C(=O)OC(C)(C)C)[CH:12]=[C:13]([N:15]3[C:19](=[O:20])[CH:18]=[C:17]([CH3:21])[C:16]3=[O:22])[CH:14]=2)[C:6](=[O:8])[CH:7]=1.C(O)(C(F)(F)F)=O. The catalyst is C(Cl)Cl. The product is [NH2:23][C:11]1[CH:12]=[C:13]([N:15]2[C:19](=[O:20])[CH:18]=[C:17]([CH3:21])[C:16]2=[O:22])[CH:14]=[C:9]([N:5]2[C:6](=[O:8])[CH:7]=[C:3]([O:2][CH3:1])[C:4]2=[O:31])[CH:10]=1. The yield is 1.00. (5) The reactants are [CH:1](=O)[C:2]1[CH:7]=[CH:6][CH:5]=[CH:4][CH:3]=1.[NH2:9][C:10]1[CH:15]=[CH:14][CH:13]=[CH:12][CH:11]=1.[N:16]1([C:21]([O:23][C:24]([CH3:27])([CH3:26])[CH3:25])=[O:22])[CH:20]=[CH:19][CH2:18][CH2:17]1.C(S([O-])(=O)=O)(F)(F)F.C(S([O-])(=O)=O)(F)(F)F.C(S([O-])(=O)=O)(F)(F)F.[Dy+3]. The catalyst is C(#N)C. The product is [C:2]1([C@@H:1]2[C@H:19]3[CH2:18][CH2:17][N:16]([C:21]([O:23][C:24]([CH3:27])([CH3:26])[CH3:25])=[O:22])[C@H:20]3[C:11]3[CH:12]=[CH:13][CH:14]=[CH:15][C:10]=3[NH:9]2)[CH:7]=[CH:6][CH:5]=[CH:4][CH:3]=1. The yield is 0.310.